Dataset: Full USPTO retrosynthesis dataset with 1.9M reactions from patents (1976-2016). Task: Predict the reactants needed to synthesize the given product. The reactants are: Cl.[CH3:2][C:3]1[C:7]2[CH:8]=[CH:9][CH:10]=[CH:11][C:6]=2[O:5][C:4]=1[CH:12]1[CH2:15][NH:14][CH2:13]1.Cl.[O:17]=[C:18]1[NH:27][C:26]2[N:25]=[CH:24][C:23](/[CH:28]=[CH:29]/[C:30](O)=[O:31])=[CH:22][C:21]=2[CH2:20][CH2:19]1.CCN=C=NCCCN(C)C.Cl.C1C=NC2N(O)N=NC=2C=1.C(N(CC)C(C)C)(C)C. Given the product [CH3:2][C:3]1[C:7]2[CH:8]=[CH:9][CH:10]=[CH:11][C:6]=2[O:5][C:4]=1[CH:12]1[CH2:13][N:14]([C:30](=[O:31])/[CH:29]=[CH:28]/[C:23]2[CH:22]=[C:21]3[C:26](=[N:25][CH:24]=2)[NH:27][C:18](=[O:17])[CH2:19][CH2:20]3)[CH2:15]1, predict the reactants needed to synthesize it.